From a dataset of Reaction yield outcomes from USPTO patents with 853,638 reactions. Predict the reaction yield, written as a fraction of the theoretical maximum amount of product (1.0 means a 100% yield; for example, 0.34 means a 34% yield). (1) The reactants are [NH2:1][C:2]1[C:6]([C:7](=[O:9])[NH2:8])=[C:5]([CH3:10])[S:4][C:3]=1[C:11]([O:13][CH2:14][CH3:15])=[O:12].[CH:16]([O-])([O-])OCC.C(OC(=O)C)(=O)C. No catalyst specified. The product is [OH:9][C:7]1[C:6]2[C:2](=[C:3]([C:11]([O:13][CH2:14][CH3:15])=[O:12])[S:4][C:5]=2[CH3:10])[N:1]=[CH:16][N:8]=1. The yield is 0.750. (2) The reactants are C([O:8][N:9]1[C:15](=[O:16])[N:14]2[CH2:17][C@H:10]1[CH2:11][CH2:12][C@H:13]2[C:18]1[CH:22]=[C:21]([CH2:23][NH:24][C:25]([NH:34][C:35]([O:37][C:38]([CH3:41])([CH3:40])[CH3:39])=[O:36])=[N:26][C:27]([O:29][C:30]([CH3:33])([CH3:32])[CH3:31])=[O:28])[O:20][N:19]=1)C1C=CC=CC=1. The catalyst is C1COCC1.[Pd]. The product is [OH:8][N:9]1[C:15](=[O:16])[N:14]2[CH2:17][C@H:10]1[CH2:11][CH2:12][C@H:13]2[C:18]1[CH:22]=[C:21]([CH2:23][NH:24][C:25]([NH:34][C:35]([O:37][C:38]([CH3:41])([CH3:40])[CH3:39])=[O:36])=[N:26][C:27]([O:29][C:30]([CH3:33])([CH3:32])[CH3:31])=[O:28])[O:20][N:19]=1. The yield is 0.990.